Dataset: Experimental lipophilicity measurements (octanol/water distribution) for 4,200 compounds from AstraZeneca. Task: Regression/Classification. Given a drug SMILES string, predict its absorption, distribution, metabolism, or excretion properties. Task type varies by dataset: regression for continuous measurements (e.g., permeability, clearance, half-life) or binary classification for categorical outcomes (e.g., BBB penetration, CYP inhibition). For this dataset (lipophilicity_astrazeneca), we predict Y. (1) The compound is COc1cc2ncnc(Nc3cccc(Cl)c3F)c2cc1OC1CCN(S(C)(=O)=O)CC1. The Y is 2.82 logD. (2) The molecule is COc1cc(N2CCN(C(C)=O)CC2)ccc1Nc1ncc(Cl)c(-c2cnc3c(F)cccn23)n1. The Y is 3.50 logD. (3) The molecule is CNC(=O)[C@H]1CCCN1Cc1cc2c(Nc3cccc(Cl)c3F)ncnc2cc1OC. The Y is 3.65 logD. (4) The Y is 1.52 logD. The molecule is Cc1ccc(S(=O)(=O)NC(=O)N2CCC(N3CCC(Oc4ccc(Cl)cc4Cl)CC3)CC2)cc1. (5) The compound is COc1ccc(Cc2c(N)n[nH]c2N)cc1. The Y is 0.200 logD. (6) The molecule is Cc1nc(C)c(-c2ccc([C@H]3CC[C@H](CC(=O)O)CC3)c(F)c2)nc1C(N)=O. The Y is 1.30 logD. (7) The molecule is Cc1ccc(C(=O)c2cc(O)c(O)c([N+](=O)[O-])c2)cc1. The Y is 0.740 logD. (8) The compound is CCCC(=O)Nc1ccc(OCC(O)CNC(C)C)c(C(C)=O)c1. The Y is -0.270 logD.